This data is from Full USPTO retrosynthesis dataset with 1.9M reactions from patents (1976-2016). The task is: Predict the reactants needed to synthesize the given product. (1) Given the product [OH:22][CH2:21][CH2:20][C:17]1[CH:18]=[CH:19][C:14]([NH:13][C:2]2[CH:3]=[C:4]([CH:7]=[CH:8][C:9]=2[N+:10]([O-:12])=[O:11])[C:5]#[N:6])=[CH:15][CH:16]=1, predict the reactants needed to synthesize it. The reactants are: Cl[C:2]1[CH:3]=[C:4]([CH:7]=[CH:8][C:9]=1[N+:10]([O-:12])=[O:11])[C:5]#[N:6].[NH2:13][C:14]1[CH:19]=[CH:18][C:17]([CH2:20][CH2:21][OH:22])=[CH:16][CH:15]=1. (2) Given the product [Cl:1][C:2]1[CH:3]=[C:4]([C:9]2[CH:13]=[C:12]([C:50]3[CH:49]=[CH:48][C:47]4[C:52](=[CH:53][CH:54]=[C:45]([O:44][C:43]([F:42])([F:59])[F:58])[CH:46]=4)[CH:51]=3)[N:11]([C@H:22]([C:24]3[CH:25]=[CH:26][C:27]([C:28]([NH:30][CH2:31][CH2:32][C:33]([OH:35])=[O:34])=[O:29])=[CH:40][CH:41]=3)[CH3:23])[N:10]=2)[CH:5]=[C:6]([Cl:8])[CH:7]=1, predict the reactants needed to synthesize it. The reactants are: [Cl:1][C:2]1[CH:3]=[C:4]([C:9]2[CH:13]=[C:12](OS(C(F)(F)F)(=O)=O)[N:11]([C@H:22]([C:24]3[CH:41]=[CH:40][C:27]([C:28]([NH:30][CH2:31][CH2:32][C:33]([O:35]C(C)(C)C)=[O:34])=[O:29])=[CH:26][CH:25]=3)[CH3:23])[N:10]=2)[CH:5]=[C:6]([Cl:8])[CH:7]=1.[F:42][C:43]([F:59])([F:58])[O:44][C:45]1[CH:46]=[C:47]2[C:52](=[CH:53][CH:54]=1)[CH:51]=[C:50](B(O)O)[CH:49]=[CH:48]2. (3) Given the product [Br:24][CH2:16][C:13]1[S:14][CH:15]=[C:11]([C:9]2[CH:10]=[C:5]([C:1]([CH3:4])([CH3:3])[CH3:2])[C:6]([OH:22])=[C:7]([C:18]([CH3:21])([CH3:20])[CH3:19])[CH:8]=2)[N:12]=1, predict the reactants needed to synthesize it. The reactants are: [C:1]([C:5]1[CH:10]=[C:9]([C:11]2[N:12]=[C:13]([CH2:16]O)[S:14][CH:15]=2)[CH:8]=[C:7]([C:18]([CH3:21])([CH3:20])[CH3:19])[C:6]=1[OH:22])([CH3:4])([CH3:3])[CH3:2].C(Br)(Br)(Br)[Br:24].C1C=CC(P(C2C=CC=CC=2)C2C=CC=CC=2)=CC=1.O.